Dataset: Full USPTO retrosynthesis dataset with 1.9M reactions from patents (1976-2016). Task: Predict the reactants needed to synthesize the given product. (1) Given the product [Br:1][C:2]1[CH:10]=[CH:9][CH:8]=[C:7]2[C:3]=1[CH2:4][CH2:5][C@@H:6]2[O:11][CH:4]1[CH2:3][CH2:2][CH2:10][CH2:12][O:15]1, predict the reactants needed to synthesize it. The reactants are: [Br:1][C:2]1[CH:10]=[CH:9][CH:8]=[C:7]2[C:3]=1[CH2:4][CH2:5][C@@H:6]2[OH:11].[C:12](=[O:15])([O-])O.[Na+]. (2) The reactants are: C(C1N(C2C=CC=CC=2)N=C(C(OCC)=O)C=1C1C=CC(C(O)=O)=CC=1C(N1CCC2C(=CC=CC=2)C1)=O)CCC.C([O:46][C:47]([C:49]1[CH:54]=[CH:53][C:52]([C:55]2[C:56]([C:77]([O:79][CH2:80][CH3:81])=[O:78])=[N:57][N:58]([C:64]3[CH:69]=[CH:68][CH:67]=[C:66]([O:70][C:71]4[CH:76]=[CH:75][CH:74]=[CH:73][CH:72]=4)[CH:65]=3)[C:59]=2[CH2:60][CH2:61][CH2:62][CH3:63])=[C:51]([C:82]([N:84]2[CH2:93][CH2:92][C:91]3[C:86](=[CH:87][CH:88]=[CH:89][CH:90]=3)[CH2:85]2)=[O:83])[CH:50]=1)=[O:48])(C)(C)C. Given the product [CH2:60]([C:59]1[N:58]([C:64]2[CH:69]=[CH:68][CH:67]=[C:66]([O:70][C:71]3[CH:76]=[CH:75][CH:74]=[CH:73][CH:72]=3)[CH:65]=2)[N:57]=[C:56]([C:77]([O:79][CH2:80][CH3:81])=[O:78])[C:55]=1[C:52]1[CH:53]=[CH:54][C:49]([C:47]([OH:48])=[O:46])=[CH:50][C:51]=1[C:82]([N:84]1[CH2:93][CH2:92][C:91]2[C:86](=[CH:87][CH:88]=[CH:89][CH:90]=2)[CH2:85]1)=[O:83])[CH2:61][CH2:62][CH3:63], predict the reactants needed to synthesize it.